This data is from Forward reaction prediction with 1.9M reactions from USPTO patents (1976-2016). The task is: Predict the product of the given reaction. (1) Given the reactants [S:1]([NH:11][C:12]1[N:17]2[C:18]3[N:24]=[CH:23][CH:22]=[CH:21][C:19]=3[CH:20]=[C:16]2[C:15](O)=[CH:14][N:13]=1)([C:4]1[CH:10]=[CH:9][C:7]([CH3:8])=[CH:6][CH:5]=1)(=[O:3])=[O:2].CS(Cl)(=O)=O, predict the reaction product. The product is: [S:1]([NH:11][C:12]1[N:17]2[C:18]3[N:24]=[CH:23][CH:22]=[CH:21][C:19]=3[CH:20]=[C:16]2[CH:15]=[CH:14][N:13]=1)([C:4]1[CH:10]=[CH:9][C:7]([CH3:8])=[CH:6][CH:5]=1)(=[O:2])=[O:3]. (2) The product is: [F:1][C:2]1[CH:3]=[CH:4][C:5]2[N:10]=[C:9]([C:11]3[CH:25]=[CH:24][C:14]([C:15]([OH:17])=[O:16])=[CH:13][CH:12]=3)[CH2:8][O:7][C:6]=2[CH:26]=1.[F:1][C:2]1[CH:3]=[CH:4][C:5]2[N:10]=[C:9]([C:11]3[CH:25]=[CH:24][C:14]([C:15]([O:17][CH2:18][CH2:19][Si:20]([CH3:21])([CH3:22])[CH3:23])=[O:16])=[CH:13][CH:12]=3)[CH2:8][O:7][C:6]=2[CH:26]=1. Given the reactants [F:1][C:2]1[CH:3]=[CH:4][C:5]2[N:10]=[C:9]([C:11]3[CH:25]=[CH:24][C:14]([C:15]([O:17][CH2:18][CH2:19][Si:20]([CH3:23])([CH3:22])[CH3:21])=[O:16])=[CH:13][CH:12]=3)[CH2:8][O:7][C:6]=2[CH:26]=1.NC1C=CC(F)=CC=1O.BrCC(C1C=CC(C(OCC[Si](C)(C)C)=O)=CC=1)=O, predict the reaction product. (3) Given the reactants [F:1][C:2]1[C:7]([F:8])=CC=CC=1C.[Li][CH:11](CC)C.[B:15](OC)([O:18]C)[O:16]C.Cl.[O:23]1[CH2:27][CH2:26][CH2:25][CH2:24]1, predict the reaction product. The product is: [F:1][C:2]1[C:7]([F:8])=[CH:24][C:25]([CH3:11])=[CH:26][C:27]=1[O:23][B:15]([OH:18])[OH:16].